From a dataset of Full USPTO retrosynthesis dataset with 1.9M reactions from patents (1976-2016). Predict the reactants needed to synthesize the given product. (1) Given the product [CH:1]1([NH:7][C:11]([C:13]2[C:14](=[O:24])[NH:15][C:16]3[C:21]([C:22]=2[OH:23])=[CH:20][CH:19]=[CH:18][CH:17]=3)=[O:10])[CH2:6][CH2:5][CH2:4][CH2:3][CH2:2]1, predict the reactants needed to synthesize it. The reactants are: [CH:1]1([NH2:7])[CH2:6][CH2:5][CH2:4][CH2:3][CH2:2]1.C([O:10][C:11]([C:13]1[C:14](=[O:24])[NH:15][C:16]2[C:21]([C:22]=1[OH:23])=[CH:20][CH:19]=[CH:18][CH:17]=2)=O)C. (2) Given the product [NH2:1][C:2]1[N:7]=[CH:6][C:5]([C:8]#[C:9][C:10]2[C:11]([CH2:26][CH3:27])=[N:12][CH:13]=[CH:14][C:15]=2[C:16]2[CH:24]=[CH:23][C:19]([C:20]([N:28]3[CH2:33][CH2:32][NH:31][CH2:30][CH2:29]3)=[O:21])=[C:18]([F:25])[CH:17]=2)=[CH:4][CH:3]=1, predict the reactants needed to synthesize it. The reactants are: [NH2:1][C:2]1[N:7]=[CH:6][C:5]([C:8]#[C:9][C:10]2[C:11]([CH2:26][CH3:27])=[N:12][CH:13]=[CH:14][C:15]=2[C:16]2[CH:24]=[CH:23][C:19]([C:20](O)=[O:21])=[C:18]([F:25])[CH:17]=2)=[CH:4][CH:3]=1.[NH:28]1[CH2:33][CH2:32][NH:31][CH2:30][CH2:29]1.CN(C(ON1N=NC2C=CC=NC1=2)=[N+](C)C)C.F[P-](F)(F)(F)(F)F.CCN(C(C)C)C(C)C. (3) Given the product [C:37]([O:36][C:34]([NH:1][CH:2]1[N:8]=[C:7]([C:9]2[CH:14]=[CH:13][CH:12]=[CH:11][C:10]=2[F:15])[C:6]2[CH:16]=[CH:17][CH:18]=[C:19]([CH:20]([CH3:21])[CH3:22])[C:5]=2[NH:4][C:3]1=[O:23])=[O:35])([CH3:40])([CH3:39])[CH3:38], predict the reactants needed to synthesize it. The reactants are: [NH2:1][CH:2]1[N:8]=[C:7]([C:9]2[CH:14]=[CH:13][CH:12]=[CH:11][C:10]=2[F:15])[C:6]2[CH:16]=[CH:17][CH:18]=[C:19]([CH:20]([CH3:22])[CH3:21])[C:5]=2[NH:4][C:3]1=[O:23].Cl.NO.C(N(CC)CC)C.[C:34](O[C:34]([O:36][C:37]([CH3:40])([CH3:39])[CH3:38])=[O:35])([O:36][C:37]([CH3:40])([CH3:39])[CH3:38])=[O:35]. (4) Given the product [F:19][C:16]1[CH:17]=[C:18]2[C:13](=[CH:14][CH:15]=1)[NH:12][CH:11]=[C:10]2[CH2:9][CH2:8][N:1]1[CH2:6][CH2:5][CH2:4][CH2:3][CH2:2]1, predict the reactants needed to synthesize it. The reactants are: [NH:1]1[CH2:6][CH2:5][CH2:4][CH2:3][CH2:2]1.Br[CH2:8][CH2:9][C:10]1[C:18]2[C:13](=[CH:14][CH:15]=[C:16]([F:19])[CH:17]=2)[NH:12][CH:11]=1. (5) Given the product [C:1]([C:5]1[CH:10]=[C:9]([CH2:11][S:12][CH3:13])[C:8]([O:14][CH3:15])=[C:7]([CH:6]=1)[NH2:16])([CH3:4])([CH3:2])[CH3:3], predict the reactants needed to synthesize it. The reactants are: [C:1]([C:5]1[CH:6]=[C:7]([N+:16]([O-])=O)[C:8]([O:14][CH3:15])=[C:9]([CH2:11][S:12][CH3:13])[CH:10]=1)([CH3:4])([CH3:3])[CH3:2].O.O.[Sn](Cl)Cl. (6) Given the product [C:1]([O:4][C@@H:5]1[CH2:29][CH2:28][C@@:27]2([CH3:30])[C@H:7]([CH2:8][CH2:9][C@@H:10]3[C:26]2=[CH:25][CH2:24][C@@:23]2([CH3:31])[C@H:11]3[CH2:12][CH2:13][C@@H:14]2[C@H:15]([CH3:22])[CH2:16][CH2:17][C:18]([O:20][CH3:21])=[O:19])[CH2:6]1)(=[O:3])[CH3:2], predict the reactants needed to synthesize it. The reactants are: [C:1]([O:4][C@@H:5]1[CH2:29][CH2:28][C@@:27]2([CH3:30])[C@H:7]([CH2:8][CH2:9][C@@H:10]3[C:26]2=[CH:25][CH2:24][C@@:23]2([CH3:31])[C@H:11]3[CH2:12][CH:13]=[C:14]2[C@H:15]([CH3:22])/[CH:16]=[CH:17]/[C:18]([O:20][CH3:21])=[O:19])[CH2:6]1)(=[O:3])[CH3:2]. (7) The reactants are: [CH3:1][N:2]1[CH2:7][CH2:6][N:5]([CH2:8][C:9]2([C:15]3[CH:20]=[CH:19][CH:18]=[CH:17][CH:16]=3)[CH2:14][CH2:13][NH:12][CH2:11][CH2:10]2)[CH2:4][CH2:3]1.[C:21]1([CH:27]([N:34]=[C:35]=[O:36])[C:28]2[CH:33]=[CH:32][CH:31]=[CH:30][CH:29]=2)[CH:26]=[CH:25][CH:24]=[CH:23][CH:22]=1. Given the product [CH:27]([NH:34][C:35]([N:12]1[CH2:11][CH2:10][C:9]([CH2:8][N:5]2[CH2:6][CH2:7][N:2]([CH3:1])[CH2:3][CH2:4]2)([C:15]2[CH:20]=[CH:19][CH:18]=[CH:17][CH:16]=2)[CH2:14][CH2:13]1)=[O:36])([C:28]1[CH:29]=[CH:30][CH:31]=[CH:32][CH:33]=1)[C:21]1[CH:26]=[CH:25][CH:24]=[CH:23][CH:22]=1, predict the reactants needed to synthesize it.